Dataset: Forward reaction prediction with 1.9M reactions from USPTO patents (1976-2016). Task: Predict the product of the given reaction. (1) Given the reactants FC(F)(F)C(O)=O.[S:8]1[C:12]2[CH:13]=[CH:14][CH:15]=[CH:16][C:11]=2[N:10]=[C:9]1[C:17]([N:19]1[CH2:24][C:23]2([CH2:29][CH2:28][N:27](C(OC(C)(C)C)=O)[CH2:26][CH2:25]2)[O:22][CH2:21][CH2:20]1)=[O:18], predict the reaction product. The product is: [S:8]1[C:12]2[CH:13]=[CH:14][CH:15]=[CH:16][C:11]=2[N:10]=[C:9]1[C:17]([N:19]1[CH2:24][C:23]2([CH2:29][CH2:28][NH:27][CH2:26][CH2:25]2)[O:22][CH2:21][CH2:20]1)=[O:18]. (2) Given the reactants [O-]P([O-])([O-])=O.[K+].[K+].[K+].[CH2:9]([NH2:16])[C:10]1[CH:15]=[CH:14][CH:13]=[CH:12][CH:11]=1.I[C:18]1[CH:26]=[CH:25][CH:24]=[CH:23][C:19]=1[C:20]([OH:22])=[O:21].C(O)CO.Cl, predict the reaction product. The product is: [CH2:9]([NH:16][C:18]1[CH:26]=[CH:25][CH:24]=[CH:23][C:19]=1[C:20]([OH:22])=[O:21])[C:10]1[CH:15]=[CH:14][CH:13]=[CH:12][CH:11]=1. (3) Given the reactants [C:1]1([CH:7]([C:13]2[CH:18]=[CH:17][CH:16]=[CH:15][CH:14]=2)[C:8]([N:10]=[C:11]=[O:12])=[O:9])[CH:6]=[CH:5][CH:4]=[CH:3][CH:2]=1.[N:19]1[CH:24]=[CH:23][C:22]([CH2:25][CH2:26][CH2:27][OH:28])=[CH:21][CH:20]=1, predict the reaction product. The product is: [N:19]1[CH:24]=[CH:23][C:22]([CH2:25][CH2:26][CH2:27][O:28][C:11](=[O:12])[NH:10][C:8](=[O:9])[CH:7]([C:1]2[CH:6]=[CH:5][CH:4]=[CH:3][CH:2]=2)[C:13]2[CH:18]=[CH:17][CH:16]=[CH:15][CH:14]=2)=[CH:21][CH:20]=1. (4) Given the reactants C([O:8][C:9]1[CH:10]=[CH:11][C:12]2[C:13]3[N:21]([CH2:22][CH:23]4[CH2:27][O:26][C:25]([CH3:29])([CH3:28])[O:24]4)[C:20]([CH2:30][O:31][CH2:32][CH3:33])=[N:19][C:14]=3[CH:15]=[N:16][C:17]=2[CH:18]=1)C1C=CC=CC=1, predict the reaction product. The product is: [CH3:28][C:25]1([CH3:29])[O:24][CH:23]([CH2:22][N:21]2[C:13]3[C:12]4[CH:11]=[CH:10][C:9]([OH:8])=[CH:18][C:17]=4[N:16]=[CH:15][C:14]=3[N:19]=[C:20]2[CH2:30][O:31][CH2:32][CH3:33])[CH2:27][O:26]1.